Dataset: Full USPTO retrosynthesis dataset with 1.9M reactions from patents (1976-2016). Task: Predict the reactants needed to synthesize the given product. (1) Given the product [C:1]1([C:7]#[C:8][C:15]2[CH:20]=[CH:19][CH:18]=[CH:17][CH:16]=2)[CH:6]=[CH:5][CH:4]=[CH:3][CH:2]=1, predict the reactants needed to synthesize it. The reactants are: [C:1]1([C:7]#[CH:8])[CH:6]=[CH:5][CH:4]=[CH:3][CH:2]=1.C([Li])CCC.C(#N)[C:15]1[CH:20]=[CH:19][CH:18]=[CH:17][CH:16]=1.CN(C)CCCCN(C)C.CCCCCCCCCCCCC. (2) Given the product [C:1]12([C:11]([Cl:16])=[O:13])[CH2:10][CH:5]3[CH2:6][CH:7]([CH2:9][CH:3]([CH2:4]3)[O:2]1)[CH2:8]2, predict the reactants needed to synthesize it. The reactants are: [C:1]12([C:11]([OH:13])=O)[CH2:10][CH:5]3[CH2:6][CH:7]([CH2:9][CH:3]([CH2:4]3)[O:2]1)[CH2:8]2.S(Cl)([Cl:16])=O. (3) Given the product [CH:1]([N:4]1[C:12]2[CH:11]=[C:10]([NH:13][C:14]3[CH:19]=[CH:18][N:17]=[C:16]([CH2:20][CH2:21][C:22]([O:25][CH3:26])([CH3:23])[CH3:24])[N:15]=3)[N:9]=[CH:8][C:7]=2[N:6]=[C:5]1[CH3:27])([CH3:3])[CH3:2], predict the reactants needed to synthesize it. The reactants are: [CH:1]([N:4]1[C:12]2[CH:11]=[C:10]([NH:13][C:14]3[CH:19]=[CH:18][N:17]=[C:16]([C:20]#[C:21][C:22]([O:25][CH3:26])([CH3:24])[CH3:23])[N:15]=3)[N:9]=[CH:8][C:7]=2[N:6]=[C:5]1[CH3:27])([CH3:3])[CH3:2].[H][H].